Predict which catalyst facilitates the given reaction. From a dataset of Catalyst prediction with 721,799 reactions and 888 catalyst types from USPTO. (1) Reactant: [O:1]1[C:6]2[CH:7]=[CH:8][C:9]([NH2:11])=[CH:10][C:5]=2[O:4][CH2:3][CH2:2]1.C(N(CC)CC)C.[C:19](Cl)(=[O:24])[C:20]([CH3:23])([CH3:22])[CH3:21]. Product: [O:1]1[C:6]2[CH:7]=[CH:8][C:9]([NH:11][C:19](=[O:24])[C:20]([CH3:23])([CH3:22])[CH3:21])=[CH:10][C:5]=2[O:4][CH2:3][CH2:2]1. The catalyst class is: 27. (2) Reactant: [C:1]([O:5][C:6]([NH:8][C@@H:9]([C:17]([OH:19])=O)[CH2:10][C:11]1[CH:16]=[CH:15][CH:14]=[CH:13][CH:12]=1)=[O:7])([CH3:4])([CH3:3])[CH3:2].CCN(C(C)C)C(C)C.[CH3:29][O:30][C:31]1[CH:32]=[C:33]([C:39]2[CH2:40][C:41]([CH3:53])([CH3:52])[C:42](=[O:51])[N:43]([CH:45]3[CH2:50][CH2:49][NH:48][CH2:47][CH2:46]3)[N:44]=2)[CH:34]=[CH:35][C:36]=1[O:37][CH3:38].CCOC(C(C#N)=NOC(N1CCOCC1)=[N+](C)C)=O.F[P-](F)(F)(F)(F)F.C(=O)(O)[O-].[Na+]. Product: [CH3:29][O:30][C:31]1[CH:32]=[C:33]([C:39]2[CH2:40][C:41]([CH3:53])([CH3:52])[C:42](=[O:51])[N:43]([CH:45]3[CH2:46][CH2:47][N:48]([C:17](=[O:19])[C@H:9]([NH:8][C:6](=[O:7])[O:5][C:1]([CH3:2])([CH3:3])[CH3:4])[CH2:10][C:11]4[CH:12]=[CH:13][CH:14]=[CH:15][CH:16]=4)[CH2:49][CH2:50]3)[N:44]=2)[CH:34]=[CH:35][C:36]=1[O:37][CH3:38]. The catalyst class is: 2.